Dataset: Catalyst prediction with 721,799 reactions and 888 catalyst types from USPTO. Task: Predict which catalyst facilitates the given reaction. (1) Reactant: C(NC(C)C)(C)C.C([Li])CCC.[Br:13][C:14]1[CH:15]=[CH:16][C:17]([Cl:20])=[N:18][CH:19]=1.Cl.C1C[O:25][CH2:24]C1. Product: [Br:13][C:14]1[C:15]([CH:24]=[O:25])=[CH:16][C:17]([Cl:20])=[N:18][CH:19]=1. The catalyst class is: 145. (2) Reactant: [Br-].[CH2:2]([P+](C1C=CC=CC=1)(C1C=CC=CC=1)C1C=CC=CC=1)[C:3]1[CH:8]=[CH:7][CH:6]=[CH:5][CH:4]=1.[OH:28][C:29]1[CH:34]=[CH:33][C:32]([CH2:35][CH2:36][C:37](=O)[CH3:38])=[CH:31][CH:30]=1.CC(O)=O. Product: [CH3:38][C:37](=[CH:2][C:3]1[CH:4]=[CH:5][CH:6]=[CH:7][CH:8]=1)[CH2:36][CH2:35][C:32]1[CH:31]=[CH:30][C:29]([OH:28])=[CH:34][CH:33]=1. The catalyst class is: 1. (3) Reactant: [CH2:1]([N:8]1[C:12]2=[N:13][C:14]3[C:19]([C:20]([NH2:21])=[C:11]2[CH2:10][CH2:9]1)=[CH:18][C:17](Br)=[CH:16][CH:15]=3)[C:2]1[CH:7]=[CH:6][CH:5]=[CH:4][CH:3]=1.C(=O)([O-])[O-].[Na+].[Na+].[CH3:29][C:30]1[CH:35]=[CH:34][C:33](B(O)O)=[CH:32][CH:31]=1. Product: [CH2:1]([N:8]1[C:12]2=[N:13][C:14]3[C:19]([C:20]([NH2:21])=[C:11]2[CH2:10][CH2:9]1)=[CH:18][C:17]([C:33]1[CH:34]=[CH:35][C:30]([CH3:29])=[CH:31][CH:32]=1)=[CH:16][CH:15]=3)[C:2]1[CH:7]=[CH:6][CH:5]=[CH:4][CH:3]=1. The catalyst class is: 335. (4) Reactant: [C:1]1([C@H:7]2[C:16]3[C:11](=[CH:12][CH:13]=[CH:14][CH:15]=3)[CH2:10][CH2:9][NH:8]2)[CH:6]=[CH:5][CH:4]=[CH:3][CH:2]=1.[C:17](=[O:20])(O)[OH:18].[CH2:21](Cl)[C:22]1[CH:27]=[CH:26][CH:25]=[CH:24][CH:23]=1.C1(C)C=CC=CC=1.C(=O)([O-])[O-].[K+].[K+]. Product: [CH2:21]([O:18][C:17]([N:8]1[CH2:9][CH2:10][C:11]2[C:16](=[CH:15][CH:14]=[CH:13][CH:12]=2)[C@@H:7]1[C:1]1[CH:2]=[CH:3][CH:4]=[CH:5][CH:6]=1)=[O:20])[C:22]1[CH:27]=[CH:26][CH:25]=[CH:24][CH:23]=1. The catalyst class is: 6. (5) Reactant: [I:1][C:2]1[CH:10]=[CH:9][C:5]([C:6](Cl)=O)=[CH:4][CH:3]=1.[CH:11]1[CH:16]=[CH:15][C:14]([NH:17][C:18]2[C:23]([NH2:24])=[CH:22][CH:21]=[CH:20][CH:19]=2)=[CH:13][CH:12]=1.N. Product: [C:14]1([N:17]2[C:18]3[CH:19]=[CH:20][CH:21]=[CH:22][C:23]=3[N:24]=[C:6]2[C:5]2[CH:9]=[CH:10][C:2]([I:1])=[CH:3][CH:4]=2)[CH:13]=[CH:12][CH:11]=[CH:16][CH:15]=1. The catalyst class is: 8. (6) Reactant: Br[C:2]1[CH:3]=[C:4]([C:8]2[CH:12]=[C:11]([O:13][C:14]3[CH:19]=[CH:18][C:17]([C:20]([F:23])([F:22])[F:21])=[CH:16][CH:15]=3)[N:10]([CH2:24][CH2:25]O[Si](C(C)(C)C)(C)C)[N:9]=2)[CH:5]=[CH:6][CH:7]=1.[Li]CCCC.[CH3:39][C:40]([S:43]([N:45]=[C:46]1[CH2:49][O:48][CH2:47]1)=[O:44])([CH3:42])[CH3:41]. Product: [CH:24]([N:10]1[C:11]([O:13][C:14]2[CH:15]=[CH:16][C:17]([C:20]([F:21])([F:23])[F:22])=[CH:18][CH:19]=2)=[CH:12][C:8]([C:4]2[CH:3]=[C:2]([C:46]3([NH:45][S:43]([C:40]([CH3:39])([CH3:41])[CH3:42])=[O:44])[CH2:49][O:48][CH2:47]3)[CH:7]=[CH:6][CH:5]=2)=[N:9]1)=[CH2:25]. The catalyst class is: 323.